Dataset: Forward reaction prediction with 1.9M reactions from USPTO patents (1976-2016). Task: Predict the product of the given reaction. (1) Given the reactants [Cl:1][C:2]1[N:7]=[CH:6][N:5]=[C:4]([C:8]([NH:10][C:11]2[CH:16]=[CH:15][CH:14]=[CH:13][C:12]=2[CH3:17])=[O:9])[CH:3]=1.[Cl:18][S:19](O)(=[O:21])=[O:20], predict the reaction product. The product is: [Cl:1][C:2]1[N:7]=[CH:6][N:5]=[C:4]([C:8]([NH:10][C:11]2[CH:16]=[CH:15][C:14]([S:19]([Cl:18])(=[O:21])=[O:20])=[CH:13][C:12]=2[CH3:17])=[O:9])[CH:3]=1. (2) Given the reactants [C:1]1([CH2:7][CH2:8][CH2:9][NH2:10])[CH:6]=[CH:5][CH:4]=[CH:3][CH:2]=1.[CH2:11]1[C:19]2[CH:18]=[CH:17][N:16]=[CH:15][C:14]=2[CH2:13][N:12]1[C:20]([NH:22][C@H:23]1[CH2:26][C@H:25]([C:27](O)=[O:28])[CH2:24]1)=[O:21].C1C2C(=CC=CC=2)CN1C(NC1C=CC(C(O)=O)=CC=1)=O, predict the reaction product. The product is: [C:1]1([CH2:7][CH2:8][CH2:9][NH:10][C:27]([C@H:25]2[CH2:26][C@H:23]([NH:22][C:20]([N:12]3[CH2:11][C:19]4[CH:18]=[CH:17][N:16]=[CH:15][C:14]=4[CH2:13]3)=[O:21])[CH2:24]2)=[O:28])[CH:6]=[CH:5][CH:4]=[CH:3][CH:2]=1. (3) Given the reactants Br[C:2]1[S:6][C:5]([S:7]([NH2:10])(=[O:9])=[O:8])=[CH:4][CH:3]=1.CO.O.C(OCC)(=O)C.[CH3:20][N:21](C)C=O, predict the reaction product. The product is: [C:20]([C:2]1[S:6][C:5]([S:7]([NH2:10])(=[O:9])=[O:8])=[CH:4][CH:3]=1)#[N:21].